From a dataset of Experimentally validated miRNA-target interactions with 360,000+ pairs, plus equal number of negative samples. Binary Classification. Given a miRNA mature sequence and a target amino acid sequence, predict their likelihood of interaction. (1) Result: 0 (no interaction). The protein sequence of the target gene is MAAEARVSRWYFGGLASCGAACCTHPLDLLKVHLQTQQEVKLRMTGMALRVVRTDGILALYSGLSASLCRQMTYSLTRFAIYETVRDRVAKGSQGPLPFHEKVLLGSVSGLAGGFVGTPADLVNVRMQNDVKLPQGQRRNYAHALDGLYRVAREEGLRRLFSGATMASSRGALVTVGQLSCYDQAKQLVLSTGYLSDNIFTHFVASFIAGGCATFLCQPLDVLKTRLMNSKGEYQGVFHCAVETAKLGPLAFYKGLVPAGIRLIPHTVLTFVFLEQLRKNFGIKVPS. The miRNA is mmu-miR-680 with sequence GGGCAUCUGCUGACAUGGGGG. (2) The miRNA is hsa-miR-553 with sequence AAAACGGUGAGAUUUUGUUUU. The protein sequence of the target gene is MNIDVEFHIRHNYPWSKLPTNVKQSLGNSQREYEKQVVLYSIRNQLRYRNNLVKHVKKDERKYYEELLKYSRDHLMLYPYHLSDIMVKGLRITPFSYYAGIMEDIMNSEKSYDSLPNFTAADCLRLLGIGRNQYIDLMNQCRSSKKFFRRKTARDLLPMKPVEIAIEAWWVVQAGYITEDDIKICTFPEKGAIDKIIDSGPQLSGSLDYNVVHSLYNKGFIYLDVPISDDSCIAVPPLEGFVMNRVQGDYFETLLYKIFVSIDEHTNVAELANVLEIDLSLVKNAVSMYCRLGFAHKKGQ.... Result: 0 (no interaction). (3) The miRNA is hsa-miR-4273 with sequence GUGUUCUCUGAUGGACAG. The protein sequence of the target gene is MAACTARRALAVGSRWWSRSLTGARWPRPLCAAAGAGAFSPASTTTTRRHLSSRNRPEGKVLETVGVFEVPKQNGKYETGQLFLHSIFGYRGVVLFPWQARLYDRDVASAAPEKAENPAGHGSKEVKGKTHTYYQVLIDARDCPHISQRSQTEAVTFLANHDDSRALYAIPGLDYVSHEDILPYTSTDQVPIQHELFERFLLYDQTKAPPFVARETLRAWQEKNHPWLELSDVHRETTENIRVTVIPFYMGMREAQNSHVYWWRYCIRLENLDSDVVQLRERHWRIFSLSGTLETVRGRG.... Result: 1 (interaction). (4) The miRNA is hsa-miR-4766-3p with sequence AUAGCAAUUGCUCUUUUGGAA. The protein sequence of the target gene is MGKKVAIIGAGVSGLASIRSCLEEGLEPTCFEKSNDIGGLWKFSDHAEEGRASIYKSVFSNSSKEMMCFPDFPFPDDFPNFMHNSKIQEYIIAFAKEKNLLKYIQFKTFVSSVNKHPDFATTGQWDVTTERDGKKESAVFDAVMVCSGHHVYPNLPKESFPGLNHFKGKCFHSRDYKEPGVFNGKRVLVVGLGNSGCDIATELSRTAEQVMISSRSGSWVMSRVWDNGYPWDMLLVTRFGTFLKNNLPTAISDWLYVKQMNARFKHENYGLMPLNGVLRKEPVFNDELPASILCGIVSVK.... Result: 0 (no interaction). (5) The miRNA is hsa-miR-182-5p with sequence UUUGGCAAUGGUAGAACUCACACU. The protein sequence of the target gene is MGRRRGVELYRAPFPLYALRIDPKTGLLIAAGGGGAAKTGIKNGVHFLQLELINGCLSASLLHSHDTETRATMNLALAGDILAAGQDAQCQLLRFQVHQQKGSKAEKSGSKEQGPRQRKGAPPAEKKSGAQVHPEGVELKVKNLEAVQTDFSNEPLQKVVCFNHDNTLLATGGTDGHVRVWKVPSLEKVLEFKAHEGEIGDLTLGPDGKLVTVGWDFKASVWQKDQLVTQLQWQENGPASSNTPYRYQACRFGQVPDQLGGLRLFTVQIPHKRLRQPPPCYLTAWDSSTFLPLRTRSCGH.... Result: 0 (no interaction). (6) The miRNA is hsa-miR-548ay-5p with sequence AAAAGUAAUUGUGGUUUUUGC. The protein sequence of the target gene is MGSGGVIHCRCAKCFCYPTKRRIKRRPRNLTILSLPEDVLFHILKWLSVGDILAVRAVHSHLKYLVDNHASVWASASFQELWPSPQNLKLFERAAEKGNFEAAVKLGIAYLYNEGLSVSDEACAEVNGLKASRFFSMAERLNTGSEPFIWLFIRPPWSVSGSCCKAVVHDSLRAECQLQRSHKASILHCLGRVLNLFEDEEKRKQARSLLEESSRQGCLISSYLLWESDRKVDMSDPGRCLHSFRKLRDYAAKGCWEAQLALAKACAGGSQLGLEGKACSESVCQLFQASQAVNKQQIFS.... Result: 0 (no interaction). (7) The miRNA is hsa-miR-3667-5p with sequence AAAGACCCAUUGAGGAGAAGGU. The protein sequence of the target gene is MNILPKKSWHVRNKDNVARVRRDEAQAREEEKERERRVLLAQQEARTEFLRKKARHQNSLPELEAAEAGAPGSGPVDLFRELLEEGKGVIRGNKEYEEEKRQEKERQEKALGILTYLGQSAAEAQTQPPWYQLPPGRGGPPPGPAPDEKIKSRLDPLREMQKHLGKKRQHGGDEGSRSRKEKEGSEKQRPKEPPSLDQLRAERLRREAAERSRAEALLARVQGRALQEGQPEEDETDDRRRRYNSQFNPQLARRPRQQDPHLTH. Result: 0 (no interaction). (8) The miRNA is mmu-miR-7b-5p with sequence UGGAAGACUUGUGAUUUUGUUGUU. The protein sequence of the target gene is MPSSGPGDTSSSSLEREDDRKEGEEQEENRGKEERQEPSATARKVGRPGRKRKHPPVESSDTPKDPAVTTKSQPMAQDSGPSDLLPNGDLEKRSEPQPEEGSPAAGQKGGAPAEGEGTETPPEASRAVENGCCVTKEGRGASAGEGKEQKQTNIESMKMEGSRGRLRGGLGWESSLRQRPMPRLTFQAGDPYYISKRKRDEWLARWKREAEKKAKVIAVMNAVEENQASGESQKVEEASPPAVQQPTDPASPTVATTPEPVGGDAGDKNATKAADDEPEYEDGRGFGIGELVWGKLRGFS.... Result: 1 (interaction). (9) The miRNA is mmu-let-7i-5p with sequence UGAGGUAGUAGUUUGUGCUGUU. The protein sequence of the target gene is MTSESTLPPVVPPLHSPKSPVWPTFPFHREGSRIWERGGGIAPRDLPSPLPTKRTRTYSATARASAGPVFKGVCKQFSRSQGHGFITPENGSEDIFVHVSDIEGEYVPVEGDEVTYKICPIPPKNQKFQAVEVVLTQLAPHTPHETWSGQVVGS. Result: 0 (no interaction).